Dataset: Catalyst prediction with 721,799 reactions and 888 catalyst types from USPTO. Task: Predict which catalyst facilitates the given reaction. (1) Reactant: C(O)C.[CH3:4][C:5]([C:7]1[CH:8]=[CH:9][C:10]([OH:14])=[CH:11][C:12]=1[OH:13])=O.C(O)(=O)C. Product: [CH2:5]([C:7]1[CH:8]=[CH:9][C:10]([OH:14])=[CH:11][C:12]=1[OH:13])[CH3:4]. The catalyst class is: 769. (2) Reactant: [Na+].[I-:2].CNCCNC.Br[C:10]1[CH:15]=[C:14]([CH3:16])[CH:13]=[C:12]([O:17][CH3:18])[CH:11]=1. Product: [I:2][C:10]1[CH:15]=[C:14]([CH3:16])[CH:13]=[C:12]([O:17][CH3:18])[CH:11]=1. The catalyst class is: 12. (3) Reactant: [F:1][C:2]([F:51])([F:50])[C:3]1[CH:4]=[C:5]([C:13]([CH3:49])([CH3:48])[C:14]([N:16]([CH3:47])[C:17]2[C:18]([C:39]3[CH:44]=[CH:43][C:42]([F:45])=[CH:41][C:40]=3[CH3:46])=[CH:19][C:20]([C:23]#[C:24][CH2:25][C@@H:26]([NH:31]C(OC(C)(C)C)=O)[C:27]([O:29][CH3:30])=[O:28])=[N:21][CH:22]=2)=[O:15])[CH:6]=[C:7]([C:9]([F:12])([F:11])[F:10])[CH:8]=1.C(O)(C(F)(F)F)=O. Product: [NH2:31][C@H:26]([CH2:25][C:24]#[C:23][C:20]1[CH:19]=[C:18]([C:39]2[CH:44]=[CH:43][C:42]([F:45])=[CH:41][C:40]=2[CH3:46])[C:17]([N:16]([C:14](=[O:15])[C:13]([C:5]2[CH:4]=[C:3]([C:2]([F:50])([F:51])[F:1])[CH:8]=[C:7]([C:9]([F:11])([F:10])[F:12])[CH:6]=2)([CH3:48])[CH3:49])[CH3:47])=[CH:22][N:21]=1)[C:27]([O:29][CH3:30])=[O:28]. The catalyst class is: 4. (4) Reactant: [H-].[Na+].[OH:3][CH2:4][C:5]1[O:9][N:8]=[C:7]([C:10]([O:12][CH2:13][CH3:14])=[O:11])[CH:6]=1.Br[CH2:16][C:17]1[CH:21]=[CH:20][S:19][CH:18]=1.[Cl-].[NH4+]. Product: [S:19]1[CH:20]=[CH:21][C:17]([CH2:16][O:3][CH2:4][C:5]2[O:9][N:8]=[C:7]([C:10]([O:12][CH2:13][CH3:14])=[O:11])[CH:6]=2)=[CH:18]1. The catalyst class is: 9. (5) Reactant: [NH2:1][C@H:2]([CH2:6][C:7]1[CH:12]=[CH:11][C:10]([CH2:13][CH3:14])=[C:9]([CH2:15][CH3:16])[CH:8]=1)[C:3]([OH:5])=[O:4].C([O-])([O-])=O.[Na+].[Na+].O.[C:24]([O:28][C:29](O[C:29]([O:28][C:24]([CH3:27])([CH3:26])[CH3:25])=[O:30])=[O:30])([CH3:27])([CH3:26])[CH3:25]. Product: [C:24]([O:28][C:29]([NH:1][C@H:2]([CH2:6][C:7]1[CH:12]=[CH:11][C:10]([CH2:13][CH3:14])=[C:9]([CH2:15][CH3:16])[CH:8]=1)[C:3]([OH:5])=[O:4])=[O:30])([CH3:27])([CH3:26])[CH3:25]. The catalyst class is: 1. (6) Reactant: [Cl:1][C:2]1[CH:7]=[CH:6][C:5]([C:8]2[N:12]([CH:13]([CH:17]3[CH2:19][CH2:18]3)[C:14](O)=[O:15])[C:11]3[CH:20]=[C:21]([F:25])[C:22]([F:24])=[CH:23][C:10]=3[N:9]=2)=[CH:4][CH:3]=1.[H-].[Al+3].[Li+].[H-].[H-].[H-]. Product: [Cl:1][C:2]1[CH:7]=[CH:6][C:5]([C:8]2[N:12]([CH:13]([CH:17]3[CH2:19][CH2:18]3)[CH2:14][OH:15])[C:11]3[CH:20]=[C:21]([F:25])[C:22]([F:24])=[CH:23][C:10]=3[N:9]=2)=[CH:4][CH:3]=1. The catalyst class is: 7. (7) Reactant: Cl[C:2]1[CH:3]=[C:4]([C:18]([OH:20])=[O:19])[C:5]2[N:6]([CH:8]=[C:9]([C:11]3[CH:16]=[CH:15][CH:14]=[C:13]([F:17])[CH:12]=3)[N:10]=2)[N:7]=1.[NH:21]1[CH2:26][CH2:25][O:24][CH2:23][CH2:22]1.C1(P(C2C=CC=CC=2)C2C=CC3C(=CC=CC=3)C=2C2C3C(=CC=CC=3)C=CC=2P(C2C=CC=CC=2)C2C=CC=CC=2)C=CC=CC=1.C([O-])([O-])=O.[Cs+].[Cs+]. Product: [F:17][C:13]1[CH:12]=[C:11]([C:9]2[N:10]=[C:5]3[C:4]([C:18]([OH:20])=[O:19])=[CH:3][C:2]([N:21]4[CH2:26][CH2:25][O:24][CH2:23][CH2:22]4)=[N:7][N:6]3[CH:8]=2)[CH:16]=[CH:15][CH:14]=1. The catalyst class is: 488. (8) Reactant: [Br:1]N1C(=O)CCC1=O.[N:9]1[CH:10]=[CH:11][N:12]2[CH2:18][CH2:17][CH2:16][CH2:15][CH2:14][C:13]=12.C(=O)(O)[O-].[Na+]. Product: [Br:1][C:11]1[N:12]2[CH2:18][CH2:17][CH2:16][CH2:15][CH2:14][C:13]2=[N:9][CH:10]=1. The catalyst class is: 53. (9) Reactant: COC1C=CC(C[N:8]2[CH:12]=[C:11]([C:13]3[N:14]=[C:15]([NH:20][C:21]4[CH:26]=[CH:25][CH:24]=[CH:23][N:22]=4)[S:16][C:17]=3[C:18]#[N:19])[CH:10]=[N:9]2)=CC=1.C([O-])([O-])=O.[Na+].[Na+].O. Product: [NH:8]1[CH:12]=[C:11]([C:13]2[N:14]=[C:15]([NH:20][C:21]3[CH:26]=[CH:25][CH:24]=[CH:23][N:22]=3)[S:16][C:17]=2[C:18]#[N:19])[CH:10]=[N:9]1. The catalyst class is: 67. (10) Reactant: [CH2:1]([O:8][C:9]1[CH:14]=[CH:13][C:12]([C:15]2[CH:20]=[CH:19][N:18]=[CH:17][CH:16]=2)=[CH:11][C:10]=1[NH:21][C:22](=[O:39])[C@@H:23]([NH:31]C(=O)OC(C)(C)C)[CH2:24][C:25]1[CH:30]=[CH:29][CH:28]=[CH:27][CH:26]=1)[C:2]1[CH:7]=[CH:6][CH:5]=[CH:4][CH:3]=1.Cl.O1CCOCC1. Product: [NH2:31][C@@H:23]([CH2:24][C:25]1[CH:30]=[CH:29][CH:28]=[CH:27][CH:26]=1)[C:22]([NH:21][C:10]1[CH:11]=[C:12]([C:15]2[CH:16]=[CH:17][N:18]=[CH:19][CH:20]=2)[CH:13]=[CH:14][C:9]=1[O:8][CH2:1][C:2]1[CH:7]=[CH:6][CH:5]=[CH:4][CH:3]=1)=[O:39]. The catalyst class is: 5.